From a dataset of Full USPTO retrosynthesis dataset with 1.9M reactions from patents (1976-2016). Predict the reactants needed to synthesize the given product. Given the product [CH3:1][O:2][C:3]([C:5]1[C:6]2[C:7](=[O:17])[NH:8][C:9]([CH2:15][N:18]3[CH2:23][CH2:22][NH:21][CH2:20][CH2:19]3)=[N:10][C:11]=2[CH:12]=[CH:13][CH:14]=1)=[O:4].[CH3:1][O:2][C:3]([C:5]1[C:6]2[C:7](=[O:17])[NH:8][C:9]([CH2:15][N:24]3[CH2:30][CH2:29][CH2:28][NH:27][CH2:26][CH2:25]3)=[N:10][C:11]=2[CH:12]=[CH:13][CH:14]=1)=[O:4], predict the reactants needed to synthesize it. The reactants are: [CH3:1][O:2][C:3]([C:5]1[C:6]2[C:7](=[O:17])[NH:8][C:9]([CH2:15]Cl)=[N:10][C:11]=2[CH:12]=[CH:13][CH:14]=1)=[O:4].[NH:18]1[CH2:23][CH2:22][NH:21][CH2:20][CH2:19]1.[NH:24]1[CH2:30][CH2:29][CH2:28][NH:27][CH2:26][CH2:25]1.